This data is from Forward reaction prediction with 1.9M reactions from USPTO patents (1976-2016). The task is: Predict the product of the given reaction. (1) Given the reactants ClCCl.[CH2:4]([O:10][C:11]1[C:16]([CH:17]([CH3:19])[CH3:18])=[CH:15][C:14]([CH:20]([CH3:22])[CH3:21])=[CH:13][C:12]=1/[C:23](/[CH3:27])=[CH:24]\[C:25]#N)[CH2:5][CH2:6][CH2:7][CH2:8][CH3:9].C(C(C(C([O-])=O)O)O)([O-])=[O:29].[K+].[Na+], predict the reaction product. The product is: [CH2:4]([O:10][C:11]1[C:16]([CH:17]([CH3:19])[CH3:18])=[CH:15][C:14]([CH:20]([CH3:22])[CH3:21])=[CH:13][C:12]=1/[C:23](/[CH3:27])=[CH:24]\[CH:25]=[O:29])[CH2:5][CH2:6][CH2:7][CH2:8][CH3:9]. (2) Given the reactants [OH:1][C:2]1[C:6]([C:7]([O:9][CH2:10][CH3:11])=[O:8])=[CH:5][N:4](C(OC(C)(C)C)=O)[N:3]=1.[CH2:19](P(CCCC)CCCC)[CH2:20][CH2:21]C.N(C(OCC)=O)=NC(OCC)=O.CN, predict the reaction product. The product is: [CH:20]([O:1][C:2]1[C:6]([C:7]([O:9][CH2:10][CH3:11])=[O:8])=[CH:5][NH:4][N:3]=1)([CH3:21])[CH3:19]. (3) Given the reactants [Cl:1][C:2]1[CH:3]=[C:4]([N:9]2CS/[C:10]/2=[N:13]\[C:14](=O)[C:15]([F:18])([F:17])[F:16])[CH:5]=[C:6]([Cl:8])[CH:7]=1.[NH2:20][NH2:21].C(#N)C, predict the reaction product. The product is: [Cl:8][C:6]1[CH:5]=[C:4]([NH:9][C:10]2[N:13]=[C:14]([C:15]([F:16])([F:17])[F:18])[NH:21][N:20]=2)[CH:3]=[C:2]([Cl:1])[CH:7]=1.